From a dataset of Catalyst prediction with 721,799 reactions and 888 catalyst types from USPTO. Predict which catalyst facilitates the given reaction. (1) Reactant: [O:1]([P:8]([NH:17][C:18]1[S:19][C:20]([C:23]([O:25]C)=[O:24])=[CH:21][N:22]=1)([O:10][C:11]1[CH:16]=[CH:15][CH:14]=[CH:13][CH:12]=1)=[O:9])[C:2]1[CH:7]=[CH:6][CH:5]=[CH:4][CH:3]=1.CO.[OH-].[K+].Cl. Product: [O:10]([P:8]([NH:17][C:18]1[S:19][C:20]([C:23]([OH:25])=[O:24])=[CH:21][N:22]=1)([O:1][C:2]1[CH:7]=[CH:6][CH:5]=[CH:4][CH:3]=1)=[O:9])[C:11]1[CH:12]=[CH:13][CH:14]=[CH:15][CH:16]=1. The catalyst class is: 6. (2) Reactant: [CH2:1]([O:3][C:4]([C:6]1[NH:7][C:8]([CH3:15])=[C:9]([C:12](=[O:14])[CH3:13])[C:10]=1[CH3:11])=[O:5])[CH3:2].CC(O[CH:21](N(C)C)[N:22]([CH3:24])[CH3:23])(C)C. Product: [CH2:1]([O:3][C:4]([C:6]1[NH:7][C:8]([CH3:15])=[C:9]([C:12](=[O:14])[CH:13]=[CH:21][N:22]([CH3:24])[CH3:23])[C:10]=1[CH3:11])=[O:5])[CH3:2]. The catalyst class is: 1. (3) Reactant: S(=O)(=O)(O)O.[NH2:6][C:7]1[CH:8]=[N:9][N:10]([CH3:13])[C:11]=1[NH2:12].O=C1CCC(=O)N1[O:21][C:22](=O)[CH2:23][NH:24][C:25](=[O:31])[O:26][C:27]([CH3:30])([CH3:29])[CH3:28].C(N(C(C)C)CC)(C)C.C(=O)([O-])O.[Na+]. Product: [NH2:12][C:11]1[N:10]([CH3:13])[N:9]=[CH:8][C:7]=1[NH:6][C:22](=[O:21])[CH2:23][NH:24][C:25](=[O:31])[O:26][C:27]([CH3:28])([CH3:29])[CH3:30]. The catalyst class is: 334. (4) Reactant: N[C:2]1[CH:12]=[N:11][CH:10]=[CH:9][C:3]=1[C:4]([O:6][CH2:7][CH3:8])=[O:5].S(=O)(=O)(O)[OH:14].N([O-])=O.[Na+].C(=O)([O-])O.[Na+]. Product: [OH:14][C:2]1[CH:12]=[N:11][CH:10]=[CH:9][C:3]=1[C:4]([O:6][CH2:7][CH3:8])=[O:5]. The catalyst class is: 6. (5) Reactant: [H-].[Na+].[CH3:3][O:4][C:5]1[CH:10]=[CH:9][C:8]([CH2:11][OH:12])=[CH:7][CH:6]=1.Cl[C:14]1[C:15]2[S:22][CH:21]=[CH:20][C:16]=2[N:17]=[CH:18][N:19]=1.CO. Product: [CH3:3][O:4][C:5]1[CH:10]=[CH:9][C:8]([CH2:11][O:12][C:14]2[C:15]3[S:22][CH:21]=[CH:20][C:16]=3[N:17]=[CH:18][N:19]=2)=[CH:7][CH:6]=1. The catalyst class is: 7. (6) Reactant: Cl.Cl.Cl.[NH2:4][C@:5]1([C:26]([OH:28])=[O:27])[C@@H:9]([CH2:10][CH2:11][CH2:12][B:13]([OH:15])[OH:14])[CH2:8][N:7]([CH2:16][CH:17]([NH2:25])[CH2:18][C:19]2[CH:24]=[CH:23][CH:22]=[CH:21][CH:20]=2)[CH2:6]1.C(OC(NN[C@H](C(O)=O)CC1C=CC=CC=1)=O)(C)(C)C. Product: [NH2:4][C@:5]1([C:26]([OH:28])=[O:27])[C@@H:9]([CH2:10][CH2:11][CH2:12][B:13]([OH:15])[OH:14])[CH2:8][N:7]([CH2:16][CH:17]([NH2:25])[CH2:18][C:19]2[CH:24]=[CH:23][CH:22]=[CH:21][CH:20]=2)[CH2:6]1. The catalyst class is: 6. (7) Product: [F:1][C:2]1[CH:3]=[CH:4][CH:5]=[C:6]2[C:11]=1[N:10]=[C:9]([CH2:12][OH:13])[C:8]([C:14]1[CH:19]=[CH:18][CH:17]=[CH:16][C:15]=1[S:20]([CH3:23])(=[O:22])=[O:21])=[CH:7]2. The catalyst class is: 5. Reactant: [F:1][C:2]1[CH:3]=[CH:4][CH:5]=[C:6]2[C:11]=1[N:10]=[C:9]([CH:12]=[O:13])[C:8]([C:14]1[CH:19]=[CH:18][CH:17]=[CH:16][C:15]=1[S:20]([CH3:23])(=[O:22])=[O:21])=[CH:7]2.[BH4-].[Na+]. (8) Reactant: [CH3:1][O:2][C:3](=[O:25])[C:4]1[CH:9]=[CH:8][C:7]([C:10]2[CH:11]=[N:12][C:13]([NH2:24])=[C:14]([O:16]CC3C=CC=CC=3)[CH:15]=2)=[CH:6][CH:5]=1. Product: [CH3:1][O:2][C:3](=[O:25])[C:4]1[CH:5]=[CH:6][C:7]([C:10]2[CH:11]=[N:12][C:13]([NH2:24])=[C:14]([OH:16])[CH:15]=2)=[CH:8][CH:9]=1. The catalyst class is: 748. (9) Reactant: Br[C:2]1[CH:7]=[CH:6][C:5]([N:8]2[CH:12]([C:13]3[CH:18]=[CH:17][CH:16]=[CH:15][C:14]=3[Cl:19])[CH2:11][C:10]([C:20]([C:26]([F:29])([F:28])[F:27])([C:22]([F:25])([F:24])[F:23])[OH:21])=[N:9]2)=[CH:4][CH:3]=1.C([CH:34]1[CH:39]=[C:38](B2OC(C)(C)C(C)(C)O2)[CH2:37][CH2:36][N:35]1[C:49]([OH:51])=[O:50])(C)(C)C.C(=O)([O-])[O-].[K+].[K+]. Product: [Cl:19][C:14]1[CH:15]=[CH:16][CH:17]=[CH:18][C:13]=1[CH:12]1[N:8]([C:5]2[CH:4]=[CH:3][C:2]([C:38]3[CH2:37][CH2:36][N:35]([C:49]([O:51][C:13]([CH3:18])([CH3:14])[CH3:12])=[O:50])[CH2:34][CH:39]=3)=[CH:7][CH:6]=2)[N:9]=[C:10]([C:20]([C:26]([F:28])([F:27])[F:29])([C:22]([F:23])([F:24])[F:25])[OH:21])[CH2:11]1. The catalyst class is: 294. (10) Reactant: [CH3:1][O:2][C:3](=[O:12])[C:4]1[CH:9]=[C:8]([Cl:10])[CH:7]=[C:6]([NH2:11])[CH:5]=1.[CH3:13][S:14](Cl)(=[O:16])=[O:15].N1C=CC=CC=1. Product: [CH3:1][O:2][C:3](=[O:12])[C:4]1[CH:5]=[C:6]([NH:11][S:14]([CH3:13])(=[O:16])=[O:15])[CH:7]=[C:8]([Cl:10])[CH:9]=1. The catalyst class is: 22.